From a dataset of Peptide-MHC class I binding affinity with 185,985 pairs from IEDB/IMGT. Regression. Given a peptide amino acid sequence and an MHC pseudo amino acid sequence, predict their binding affinity value. This is MHC class I binding data. (1) The peptide sequence is LADRIYSF. The MHC is Mamu-B52 with pseudo-sequence Mamu-B52. The binding affinity (normalized) is 0.315. (2) The peptide sequence is REIGDISYL. The MHC is HLA-B40:01 with pseudo-sequence HLA-B40:01. The binding affinity (normalized) is 1.00. (3) The peptide sequence is VLFTVLAIV. The MHC is HLA-A02:03 with pseudo-sequence HLA-A02:03. The binding affinity (normalized) is 0.771. (4) The peptide sequence is YLAKLTALV. The MHC is HLA-A02:06 with pseudo-sequence HLA-A02:06. The binding affinity (normalized) is 0.676. (5) The peptide sequence is SPAFDNLYYW. The MHC is Mamu-B17 with pseudo-sequence Mamu-B17. The binding affinity (normalized) is 0.337.